Dataset: Forward reaction prediction with 1.9M reactions from USPTO patents (1976-2016). Task: Predict the product of the given reaction. (1) Given the reactants [CH2:1]([O:8][N:9]([C:21](=[O:29])[CH2:22][C:23]1[CH:28]=[CH:27][CH:26]=[CH:25][CH:24]=1)[C:10]1[N:19]=[CH:18][C:17]([Br:20])=[CH:16][C:11]=1[C:12](OC)=[O:13])[C:2]1[CH:7]=[CH:6][CH:5]=[CH:4][CH:3]=1.[Li].Cl, predict the reaction product. The product is: [CH2:1]([O:8][N:9]1[C:10]2[C:11](=[CH:16][C:17]([Br:20])=[CH:18][N:19]=2)[C:12]([OH:13])=[C:22]([C:23]2[CH:24]=[CH:25][CH:26]=[CH:27][CH:28]=2)[C:21]1=[O:29])[C:2]1[CH:3]=[CH:4][CH:5]=[CH:6][CH:7]=1. (2) Given the reactants Cl[C:2]1[N:7]2[N:8]=[C:9]([CH:11]3[CH2:16][CH2:15][N:14]([CH2:17][C:18]([O:20][CH2:21][CH3:22])=[O:19])[CH2:13][CH2:12]3)[N:10]=[C:6]2[CH:5]=[C:4]([C:23]2[CH:28]=[CH:27][C:26]([Cl:29])=[CH:25][C:24]=2[Cl:30])[N:3]=1.Cl.[NH2:32][C:33]1[C:38]([C:39](=[O:44])[C:40]([F:43])([F:42])[F:41])=[CH:37][CH:36]=[C:35]([NH:45][CH2:46][CH2:47][NH2:48])[N:34]=1.C(N(CC)C(C)C)(C)C, predict the reaction product. The product is: [NH2:32][C:33]1[N:34]=[C:35]([NH:45][CH2:46][CH2:47][NH:48][C:2]2[N:7]3[N:8]=[C:9]([CH:11]4[CH2:16][CH2:15][N:14]([CH2:17][C:18]([O:20][CH2:21][CH3:22])=[O:19])[CH2:13][CH2:12]4)[N:10]=[C:6]3[CH:5]=[C:4]([C:23]3[CH:28]=[CH:27][C:26]([Cl:29])=[CH:25][C:24]=3[Cl:30])[N:3]=2)[CH:36]=[CH:37][C:38]=1[C:39](=[O:44])[C:40]([F:43])([F:41])[F:42]. (3) Given the reactants [Cl:1][C:2]1[CH:7]=[CH:6][C:5]([C:8]2[C:17]3[C:12](=[CH:13][CH:14]=[CH:15][CH:16]=3)[N:11]=[CH:10][C:9]=2[S:18]([C:21]2[CH:26]=[CH:25][C:24]([CH3:27])=[CH:23][CH:22]=2)(=[O:20])=[O:19])=[CH:4][CH:3]=1.Cl, predict the reaction product. The product is: [ClH:1].[Cl:1][C:2]1[CH:3]=[CH:4][C:5]([C:8]2[C:17]3[C:12](=[CH:13][CH:14]=[CH:15][CH:16]=3)[N:11]=[CH:10][C:9]=2[S:18]([C:21]2[CH:22]=[CH:23][C:24]([CH3:27])=[CH:25][CH:26]=2)(=[O:19])=[O:20])=[CH:6][CH:7]=1. (4) Given the reactants [F:1]C(F)(F)C1C=C(C=CC=1)C=O.[CH3:13][CH:14]([CH3:33])[CH:15]([C:27]1[CH:32]=[CH:31][CH:30]=[CH:29][CH:28]=1)[C:16]([NH:18][C@@H:19]1[C@@H:26]2[C@@H:22]([CH2:23][NH:24][CH2:25]2)[CH2:21][CH2:20]1)=[O:17].[CH:34]1([CH:40]([CH:52]2[CH2:57]CCCC2)C(N[C@@H]2[C@H]3[C@H](CNC3)CC2)=O)[CH2:39][CH2:38][CH2:37][CH2:36][CH2:35]1, predict the reaction product. The product is: [F:1][C:36]1[CH:35]=[C:34]([CH2:40][CH2:52][CH2:57][N:24]2[CH2:25][C@@H:26]3[C@@H:19]([NH:18][C:16](=[O:17])[CH:15]([C:27]4[CH:28]=[CH:29][CH:30]=[CH:31][CH:32]=4)[CH:14]([CH3:33])[CH3:13])[CH2:20][CH2:21][C@@H:22]3[CH2:23]2)[CH:39]=[CH:38][CH:37]=1. (5) Given the reactants [CH3:1][S:2]([CH2:5][CH2:6][CH2:7][NH:8][C:9]1[CH:16]=[CH:15][C:12]([C:13]#[N:14])=[CH:11][C:10]=1[N+:17]([O-])=O)(=[O:4])=[O:3], predict the reaction product. The product is: [CH3:1][S:2]([CH2:5][CH2:6][CH2:7][NH:8][C:9]1[CH:16]=[CH:15][C:12]([C:13]#[N:14])=[CH:11][C:10]=1[NH2:17])(=[O:3])=[O:4]. (6) Given the reactants C[O:2][C:3]([C:5]1[S:9][C:8]([N:10]2[C:14]3[CH:15]=[C:16]([O:21][CH3:22])[C:17]([O:19][CH3:20])=[CH:18][C:13]=3[N:12]=[CH:11]2)=[N:7][C:6]=1Br)=[O:4].[F:24][C:25]([F:36])([F:35])[C:26]1[CH:27]=[C:28](B(O)O)[CH:29]=[CH:30][CH:31]=1, predict the reaction product. The product is: [CH3:20][O:19][C:17]1[C:16]([O:21][CH3:22])=[CH:15][C:14]2[N:10]([C:8]3[S:9][C:5]([C:3]([OH:2])=[O:4])=[C:6]([C:30]4[CH:29]=[CH:28][CH:27]=[C:26]([C:25]([F:36])([F:35])[F:24])[CH:31]=4)[N:7]=3)[CH:11]=[N:12][C:13]=2[CH:18]=1. (7) Given the reactants [C:1]([O:5][C:6](=[O:16])[NH:7][CH2:8][C:9]1[CH:14]=[CH:13][CH:12]=[C:11](Br)[N:10]=1)([CH3:4])([CH3:3])[CH3:2].[CH2:17](B1OC(C)(C)C(C)(C)O1)[CH:18]=[CH2:19].[F-].[Cs+], predict the reaction product. The product is: [CH2:19]([C:11]1[N:10]=[C:9]([CH2:8][NH:7][C:6](=[O:16])[O:5][C:1]([CH3:4])([CH3:3])[CH3:2])[CH:14]=[CH:13][CH:12]=1)[CH:18]=[CH2:17].